From a dataset of Forward reaction prediction with 1.9M reactions from USPTO patents (1976-2016). Predict the product of the given reaction. Given the reactants [Cl:1][C:2]1[N:3]=[N:4][C:5](Cl)=[CH:6][C:7]=1[C:8]1[CH:13]=[CH:12][N:11]=[CH:10][CH:9]=1.[CH3:15][NH:16][CH3:17], predict the reaction product. The product is: [Cl:1][C:2]1[N:3]=[N:4][C:5]([N:16]([CH3:17])[CH3:15])=[CH:6][C:7]=1[C:8]1[CH:13]=[CH:12][N:11]=[CH:10][CH:9]=1.